This data is from Peptide-MHC class I binding affinity with 185,985 pairs from IEDB/IMGT. The task is: Regression. Given a peptide amino acid sequence and an MHC pseudo amino acid sequence, predict their binding affinity value. This is MHC class I binding data. (1) The peptide sequence is FAVRPQVPL. The MHC is HLA-B53:01 with pseudo-sequence HLA-B53:01. The binding affinity (normalized) is 0.193. (2) The peptide sequence is ETGKSIHFV. The binding affinity (normalized) is 0.169. The MHC is HLA-A26:01 with pseudo-sequence HLA-A26:01. (3) The peptide sequence is RMYVGGVEHR. The MHC is HLA-A68:01 with pseudo-sequence HLA-A68:01. The binding affinity (normalized) is 0.308. (4) The peptide sequence is LLDLEGHIL. The MHC is HLA-B51:01 with pseudo-sequence HLA-B51:01. The binding affinity (normalized) is 0.0847. (5) The peptide sequence is FMAYMIGQT. The MHC is HLA-A02:03 with pseudo-sequence HLA-A02:03. The binding affinity (normalized) is 0.833.